This data is from Full USPTO retrosynthesis dataset with 1.9M reactions from patents (1976-2016). The task is: Predict the reactants needed to synthesize the given product. Given the product [CH3:26][O:33][C:5]1[C:6](=[O:13])[C:7]2[C:12](=[CH:11][CH:10]=[CH:9][CH:8]=2)[C:3](=[O:2])[C:4]=1/[CH:17]=[C:18](\[CH3:22])/[C:19]([OH:21])=[O:20], predict the reactants needed to synthesize it. The reactants are: C[O:2][C:3]1[C:12]2[C:7](=[CH:8][CH:9]=[CH:10][CH:11]=2)[C:6]([O:13]C)=[C:5](SC)[C:4]=1/[CH:17]=[C:18](\[CH3:22])/[C:19]([OH:21])=[O:20].C1(=O)C2C(=CC=CC=2)[C:26](=[O:33])C=C1/C=C(\C)/C(O)=O.